Dataset: Full USPTO retrosynthesis dataset with 1.9M reactions from patents (1976-2016). Task: Predict the reactants needed to synthesize the given product. Given the product [Cl:1][CH2:2][CH2:3][C:5]1[CH:6]=[C:7]2[C:11](=[CH:12][CH:13]=1)[CH2:10][CH:9]([NH:14][C:15](=[O:20])[C:16]([F:17])([F:18])[F:19])[CH2:8]2, predict the reactants needed to synthesize it. The reactants are: [Cl:1][CH2:2][C:3]([C:5]1[CH:6]=[C:7]2[C:11](=[CH:12][CH:13]=1)[CH2:10][CH:9]([NH:14][C:15](=[O:20])[C:16]([F:19])([F:18])[F:17])[CH2:8]2)=O.C([SiH](CC)CC)C.O.